Dataset: Full USPTO retrosynthesis dataset with 1.9M reactions from patents (1976-2016). Task: Predict the reactants needed to synthesize the given product. (1) Given the product [CH2:1]([N:8]1[C:13](=[O:14])[C:12]([O:15][CH3:16])=[C:11]([C:22]2[CH:23]=[CH:24][C:19]([Cl:18])=[CH:20][CH:21]=2)[CH:10]=[N:9]1)[C:2]1[CH:7]=[CH:6][CH:5]=[CH:4][CH:3]=1, predict the reactants needed to synthesize it. The reactants are: [CH2:1]([N:8]1[C:13](=[O:14])[C:12]([O:15][CH3:16])=[C:11](Cl)[CH:10]=[N:9]1)[C:2]1[CH:7]=[CH:6][CH:5]=[CH:4][CH:3]=1.[Cl:18][C:19]1[CH:24]=[CH:23][C:22](B(O)O)=[CH:21][CH:20]=1.C1(C)C=CC=CC=1.C([O-])([O-])=O.[Na+].[Na+]. (2) Given the product [C:2]1([C:1]([O:14][CH2:15][C:16]2[CH:17]=[CH:18][CH:19]=[CH:20][CH:21]=2)=[O:13])([C:3]([O:5][CH2:6][C:7]2[CH:12]=[CH:11][CH:10]=[CH:9][CH:8]=2)=[O:4])[CH2:27][CH2:26][CH2:25][CH2:24][CH2:23]1, predict the reactants needed to synthesize it. The reactants are: [C:1]([O:14][CH2:15][C:16]1[CH:21]=[CH:20][CH:19]=[CH:18][CH:17]=1)(=[O:13])[CH2:2][C:3]([O:5][CH2:6][C:7]1[CH:12]=[CH:11][CH:10]=[CH:9][CH:8]=1)=[O:4].Br[CH2:23][CH2:24][CH2:25][CH2:26][CH2:27]Br.C(=O)([O-])[O-].[K+].[K+]. (3) Given the product [OH:15][C:5]1[CH:4]=[C:3]([CH2:2][NH:1][CH:29]=[C:20]2[C:19]3[C:24](=[CH:25][CH:26]=[C:17]([I:16])[CH:18]=3)[C:23](=[O:27])[NH:22][C:21]2=[O:28])[CH:8]=[CH:7][C:6]=1[C:9]1[CH:14]=[CH:13][CH:12]=[CH:11][CH:10]=1, predict the reactants needed to synthesize it. The reactants are: [NH2:1][CH2:2][C:3]1[CH:4]=[C:5]([OH:15])[C:6]([C:9]2[CH:14]=[CH:13][CH:12]=[CH:11][CH:10]=2)=[CH:7][CH:8]=1.[I:16][C:17]1[CH:18]=[C:19]2[C:24](=[CH:25][CH:26]=1)[C:23](=[O:27])[NH:22][C:21](=[O:28])[C:20]2=[CH:29]OC. (4) Given the product [CH2:1]([N:3]([CH2:36][CH3:37])[CH2:4][CH2:5][CH2:6][NH:7][C:8]1[N:9]=[C:10]([C:27]2[CH:28]=[C:29]([CH:33]=[CH:34][CH:35]=2)[C:30]([NH:69][C:70]2[S:71][CH:72]=[CH:73][N:74]=2)=[O:31])[C:11]2[CH:17]=[CH:16][C:15](=[O:18])[N:14]([C:19]3[C:24]([F:25])=[CH:23][CH:22]=[CH:21][C:20]=3[F:26])[C:12]=2[N:13]=1)[CH3:2], predict the reactants needed to synthesize it. The reactants are: [CH2:1]([N:3]([CH2:36][CH3:37])[CH2:4][CH2:5][CH2:6][NH:7][C:8]1[N:9]=[C:10]([C:27]2[CH:28]=[C:29]([CH:33]=[CH:34][CH:35]=2)[C:30](O)=[O:31])[C:11]2[CH:17]=[CH:16][C:15](=[O:18])[N:14]([C:19]3[C:24]([F:25])=[CH:23][CH:22]=[CH:21][C:20]=3[F:26])[C:12]=2[N:13]=1)[CH3:2].CN(C(ON1N=NC2C=CC=CC1=2)=[N+](C)C)C.F[P-](F)(F)(F)(F)F.C(N(CC)CC)C.[NH2:69][C:70]1[S:71][CH:72]=[CH:73][N:74]=1. (5) Given the product [Br:1][C:2]1[C:11]([F:12])=[CH:10][CH:9]=[C:8]2[C:3]=1[CH2:4][CH2:5][N:6]([C:27](=[O:28])[CH2:26][NH:25][C:18]([O:20][C:21]([CH3:23])([CH3:22])[CH3:24])=[O:19])[CH:7]2[CH2:13][C:14]([O:16][CH3:17])=[O:15], predict the reactants needed to synthesize it. The reactants are: [Br:1][C:2]1[C:11]([F:12])=[CH:10][CH:9]=[C:8]2[C:3]=1[CH2:4][CH2:5][NH:6][CH:7]2[CH2:13][C:14]([O:16][CH3:17])=[O:15].[C:18]([NH:25][CH2:26][C:27](O)=[O:28])([O:20][C:21]([CH3:24])([CH3:23])[CH3:22])=[O:19].C(N(CC)CC)C.Cl.